This data is from Forward reaction prediction with 1.9M reactions from USPTO patents (1976-2016). The task is: Predict the product of the given reaction. (1) Given the reactants C[C:2]([N:5]([CH2:9][C:10]1[CH:15]=[CH:14][C:13]([Cl:16])=[C:12]([NH:17][C:18]2[S:19]/[C:20](=[CH:24]\[C:25]3[CH:26]=[C:27]4[C:32](=[CH:33][CH:34]=3)[N:31]=[CH:30][CH:29]=[CH:28]4)/[C:21](=[O:23])[N:22]=2)[CH:11]=1)C(=O)[O-])(C)[CH3:3].CC(N(CC1C=CC(Cl)=C(NC2SCC(=O)N=2)C=1)[C:40](=O)[O-:41])(C)C.N1C2C(=CC(C=[O:69])=CC=2)C=CC=1.C([O-])(=O)C.[NH2+]1CCCCC1.C(O)C, predict the reaction product. The product is: [Cl:16][C:13]1[CH:14]=[CH:15][C:10]([CH2:9][NH:5][C:2](=[O:69])[CH2:3][O:41][CH3:40])=[CH:11][C:12]=1[NH:17][C:18]1[S:19]/[C:20](=[CH:24]\[C:25]2[CH:26]=[C:27]3[C:32](=[CH:33][CH:34]=2)[N:31]=[CH:30][CH:29]=[CH:28]3)/[C:21](=[O:23])[N:22]=1. (2) Given the reactants [F:1][C:2]1[CH:7]=[CH:6][C:5]([CH2:8][C:9]([N:11]=[C:12]=[S:13])=[O:10])=[CH:4][CH:3]=1.[NH2:14][C:15]1[CH:43]=[CH:42][C:18]([O:19][C:20]2[CH:25]=[CH:24][N:23]=[C:22]([NH:26][C:27]([N:29]3[CH2:34][CH2:33][CH:32]([N:35]4[CH2:40][CH2:39][CH:38]([OH:41])[CH2:37][CH2:36]4)[CH2:31][CH2:30]3)=[O:28])[CH:21]=2)=[CH:17][CH:16]=1.C12(CS(O)(=O)=O)C(C)(C)C(CC1)CC2=O, predict the reaction product. The product is: [OH:41][CH:38]1[CH2:39][CH2:40][N:35]([CH:32]2[CH2:33][CH2:34][N:29]([C:27]([NH:26][C:22]3[CH:21]=[C:20]([O:19][C:18]4[CH:17]=[CH:16][C:15]([NH:14][C:12]([NH:11][C:9](=[O:10])[CH2:8][C:5]5[CH:4]=[CH:3][C:2]([F:1])=[CH:7][CH:6]=5)=[S:13])=[CH:43][CH:42]=4)[CH:25]=[CH:24][N:23]=3)=[O:28])[CH2:30][CH2:31]2)[CH2:36][CH2:37]1. (3) Given the reactants C(OC(=O)[NH:7][C:8]1[N:9]([CH3:26])[C:10](=[O:25])[C:11]([CH3:24])([CH3:23])[C@:12]([C:15]2[CH:20]=[C:19](Br)[CH:18]=[CH:17][C:16]=2[F:22])([CH3:14])[N:13]=1)(C)(C)C.[F:28][C:29]1[CH:34]=[C:33]([F:35])[CH:32]=[CH:31][C:30]=1[NH2:36], predict the reaction product. The product is: [NH2:7][C:8]1[N:9]([CH3:26])[C:10](=[O:25])[C:11]([CH3:23])([CH3:24])[C@:12]([C:15]2[CH:20]=[C:19]([NH:36][C:30]3[CH:31]=[CH:32][C:33]([F:35])=[CH:34][C:29]=3[F:28])[CH:18]=[CH:17][C:16]=2[F:22])([CH3:14])[N:13]=1. (4) Given the reactants [Cl:1][C:2]1[CH:3]=[CH:4][C:5]([F:19])=[C:6]([C:8]2[NH:17][C:16](=O)[C:15]3[C:10](=[N:11][CH:12]=[CH:13][N:14]=3)[N:9]=2)[CH:7]=1.[NH2:20][C:21]1[CH:26]=[CH:25][N:24]=[CH:23][C:22]=1[CH2:27][CH3:28].C(N(C1C=CN=CC=1)C1C2C(=NC=CN=2)N=C(C2C=C(Br)C=CC=2F)N=1)CCC, predict the reaction product. The product is: [Cl:1][C:2]1[CH:3]=[CH:4][C:5]([F:19])=[C:6]([C:8]2[N:17]=[C:16]([NH:20][C:21]3[CH:26]=[CH:25][N:24]=[CH:23][C:22]=3[CH2:27][CH3:28])[C:15]3[C:10](=[N:11][CH:12]=[CH:13][N:14]=3)[N:9]=2)[CH:7]=1. (5) Given the reactants S(OC)(O[CH3:5])(=O)=O.[CH2:8]([C:11]1[C:12]([OH:22])=[N:13][C:14]2[C:19]([C:20]=1[OH:21])=[CH:18][CH:17]=[CH:16][CH:15]=2)[CH:9]=[CH2:10].C(=O)([O-])[O-].[K+].[K+], predict the reaction product. The product is: [CH3:5][O:21][C:20]1[C:19]2[C:14](=[CH:15][CH:16]=[CH:17][CH:18]=2)[N:13]=[C:12]([OH:22])[C:11]=1[CH2:8][CH:9]=[CH2:10].